From a dataset of Reaction yield outcomes from USPTO patents with 853,638 reactions. Predict the reaction yield, written as a fraction of the theoretical maximum amount of product (1.0 means a 100% yield; for example, 0.34 means a 34% yield). (1) The reactants are [CH:1]1[C:6]([CH:7]=[O:8])=[CH:5][CH:4]=[C:3]([CH:9]=O)[CH:2]=1.[H][H].[NH2:13][CH2:14][C:15]1[CH:20]=[CH:19][CH:18]=[CH:17][N:16]=1. The product is [N:16]1[CH:17]=[CH:18][CH:19]=[CH:20][C:15]=1[CH2:14][NH:13][CH2:9][C:3]1[CH:2]=[CH:1][C:6]([CH2:7][OH:8])=[CH:5][CH:4]=1. The yield is 0.930. The catalyst is [Pd].CO.NCC1C=CC=CN=1. (2) No catalyst specified. The yield is 0.125. The product is [NH2:14][N:15]1[C:7](=[O:8])[C:6]2[C:5](=[CH:13][CH:12]=[CH:11][CH:10]=2)[N:4]=[C:1]1[CH3:2]. The reactants are [C:1]([NH:4][C:5]1[CH:13]=[CH:12][CH:11]=[CH:10][C:6]=1[C:7](O)=[O:8])(=O)[CH3:2].[NH2:14][NH2:15].O. (3) The reactants are [C:1]([O:6][CH3:7])(=[O:5])/[CH:2]=[CH:3]/[CH3:4].C1(C)C=CC=CC=1P(C1C=CC=CC=1C)C1C=CC=CC=1C.C(N(CC)CC)C.Br[C:38]1[CH:39]=[CH:40][C:41]2[O:45][N:44]=[C:43]([C:46]3[CH:51]=[C:50]([CH:52]([CH3:54])[CH3:53])[CH:49]=[C:48]([CH:55]([CH3:57])[CH3:56])[C:47]=3[O:58][CH2:59][CH3:60])[C:42]=2[CH:61]=1. The catalyst is CN(C=O)C.[Cl-].[Na+].O.C1C=CC(/C=C/C(/C=C/C2C=CC=CC=2)=O)=CC=1.C1C=CC(/C=C/C(/C=C/C2C=CC=CC=2)=O)=CC=1.C1C=CC(/C=C/C(/C=C/C2C=CC=CC=2)=O)=CC=1.[Pd].[Pd]. The product is [CH3:7][O:6][C:1](=[O:5])[CH:2]=[C:3]([C:38]1[CH:39]=[CH:40][C:41]2[O:45][N:44]=[C:43]([C:46]3[CH:51]=[C:50]([CH:52]([CH3:53])[CH3:54])[CH:49]=[C:48]([CH:55]([CH3:56])[CH3:57])[C:47]=3[O:58][CH2:59][CH3:60])[C:42]=2[CH:61]=1)[CH3:4]. The yield is 0.320. (4) The reactants are [NH2:1][C:2]1[CH:3]=[C:4]2[C:20](=[O:21])[NH:19][N:18]=[CH:17][C:6]3=[C:7]([C:11]4[CH:16]=[CH:15][CH:14]=[CH:13][CH:12]=4)[NH:8][C:9]([CH:10]=1)=[C:5]23.[C:22](O)(=[O:29])[C:23]1[CH:28]=[CH:27][CH:26]=[N:25][CH:24]=1.C(N(CC)CC)C.F[P-](F)(F)(F)(F)F.N1(OC(N(C)C)=[N+](C)C)C2N=CC=CC=2N=N1. The catalyst is C(Cl)Cl.CN(C)C=O.CO. The product is [O:21]=[C:20]1[C:4]2[C:5]3[C:6](=[C:7]([C:11]4[CH:12]=[CH:13][CH:14]=[CH:15][CH:16]=4)[NH:8][C:9]=3[CH:10]=[C:2]([NH:1][C:22](=[O:29])[C:23]3[CH:28]=[CH:27][CH:26]=[N:25][CH:24]=3)[CH:3]=2)[CH:17]=[N:18][NH:19]1. The yield is 0.690. (5) The reactants are [CH:1]1([NH:7][C:8]([C:10]2[C:14]([CH2:15][N:16]([CH3:18])[CH3:17])=[C:13]([C:19]3[CH:24]=[CH:23][C:22]([O:25]C)=[CH:21][CH:20]=3)[N:12]([C:27]3[CH:32]=[CH:31][C:30]([Cl:33])=[CH:29][C:28]=3[Cl:34])[N:11]=2)=[O:9])[CH2:6][CH2:5][CH2:4][CH2:3][CH2:2]1.B(Br)(Br)Br.O. The catalyst is ClCCl. The product is [CH:1]1([NH:7][C:8]([C:10]2[C:14]([CH2:15][N:16]([CH3:18])[CH3:17])=[C:13]([C:19]3[CH:24]=[CH:23][C:22]([OH:25])=[CH:21][CH:20]=3)[N:12]([C:27]3[CH:32]=[CH:31][C:30]([Cl:33])=[CH:29][C:28]=3[Cl:34])[N:11]=2)=[O:9])[CH2:2][CH2:3][CH2:4][CH2:5][CH2:6]1. The yield is 0.860. (6) The reactants are Cl.[F:2][CH:3]1[CH2:8][CH2:7][NH:6][CH2:5][CH2:4]1.Br[CH2:10][CH2:11][Cl:12]. No catalyst specified. The product is [Cl:12][CH2:11][CH2:10][N:6]1[CH2:7][CH2:8][CH:3]([F:2])[CH2:4][CH2:5]1. The yield is 0.210. (7) The reactants are C([N:8]1[CH:13]=[CH:12][C:11]2=[C:14]([C:25]3[CH:30]=[CH:29][C:28]([Cl:31])=[CH:27][CH:26]=3)[N:15]([C:17]3[CH:22]=[CH:21][C:20]([Cl:23])=[CH:19][C:18]=3[Cl:24])[N:16]=[C:10]2[C:9]1=O)C1C=CC=CC=1.O=P(Cl)(Cl)[Cl:35]. No catalyst specified. The product is [Cl:35][C:9]1[C:10]2=[N:16][N:15]([C:17]3[CH:22]=[CH:21][C:20]([Cl:23])=[CH:19][C:18]=3[Cl:24])[C:14]([C:25]3[CH:30]=[CH:29][C:28]([Cl:31])=[CH:27][CH:26]=3)=[C:11]2[CH:12]=[CH:13][N:8]=1. The yield is 0.580. (8) The reactants are C(OC([N:8]1[CH2:12][CH:11]([OH:13])[CH:10]([N:14]2[CH2:19][CH2:18][N:17]([C:20](=[O:28])[C:21]3[CH:26]=[CH:25][C:24]([Cl:27])=[CH:23][CH:22]=3)[CH2:16][CH2:15]2)[CH2:9]1)=O)(C)(C)C.O1CCOCC1. The catalyst is C(Cl)Cl.CCOCC. The product is [Cl:27][C:24]1[CH:25]=[CH:26][C:21]([C:20]([N:17]2[CH2:18][CH2:19][N:14]([CH:10]3[CH:11]([OH:13])[CH2:12][NH:8][CH2:9]3)[CH2:15][CH2:16]2)=[O:28])=[CH:22][CH:23]=1. The yield is 0.990.